From a dataset of NCI-60 drug combinations with 297,098 pairs across 59 cell lines. Regression. Given two drug SMILES strings and cell line genomic features, predict the synergy score measuring deviation from expected non-interaction effect. (1) Drug 1: C1=NC(=NC(=O)N1C2C(C(C(O2)CO)O)O)N. Drug 2: C1=CN(C=N1)CC(O)(P(=O)(O)O)P(=O)(O)O. Cell line: MALME-3M. Synergy scores: CSS=9.63, Synergy_ZIP=-2.36, Synergy_Bliss=0.264, Synergy_Loewe=-1.13, Synergy_HSA=-1.57. (2) Drug 1: CC1=C(C(=CC=C1)Cl)NC(=O)C2=CN=C(S2)NC3=CC(=NC(=N3)C)N4CCN(CC4)CCO. Drug 2: CN1C2=C(C=C(C=C2)N(CCCl)CCCl)N=C1CCCC(=O)O.Cl. Cell line: OVCAR-4. Synergy scores: CSS=19.2, Synergy_ZIP=-2.12, Synergy_Bliss=7.52, Synergy_Loewe=-8.53, Synergy_HSA=5.09. (3) Drug 1: C(CC(=O)O)C(=O)CN.Cl. Drug 2: CC1=C(C(=O)C2=C(C1=O)N3CC4C(C3(C2COC(=O)N)OC)N4)N. Cell line: NCI/ADR-RES. Synergy scores: CSS=8.29, Synergy_ZIP=-3.88, Synergy_Bliss=-9.54, Synergy_Loewe=-30.0, Synergy_HSA=-11.4.